This data is from Forward reaction prediction with 1.9M reactions from USPTO patents (1976-2016). The task is: Predict the product of the given reaction. (1) Given the reactants [C:1]([O:5][C:6]([N:8]1[CH2:13][CH2:12][CH:11]([NH:14][C:15]2[CH:20]=[CH:19][C:18]([Br:21])=[CH:17][CH:16]=2)[CH2:10][CH2:9]1)=[O:7])([CH3:4])([CH3:3])[CH3:2].[CH3:22][O:23][C:24]1[CH:25]=[C:26]([C:34]2[CH:35]=[C:36]([CH:39]=[CH:40][CH:41]=2)[CH2:37]Cl)[CH:27]=[C:28]([O:32][CH3:33])[C:29]=1[O:30][CH3:31], predict the reaction product. The product is: [C:1]([O:5][C:6]([N:8]1[CH2:13][CH2:12][CH:11]([N:14]([C:15]2[CH:20]=[CH:19][C:18]([Br:21])=[CH:17][CH:16]=2)[CH2:37][C:36]2[CH:39]=[CH:40][CH:41]=[C:34]([C:26]3[CH:27]=[C:28]([O:32][CH3:33])[C:29]([O:30][CH3:31])=[C:24]([O:23][CH3:22])[CH:25]=3)[CH:35]=2)[CH2:10][CH2:9]1)=[O:7])([CH3:4])([CH3:2])[CH3:3]. (2) Given the reactants [OH:1][CH2:2][CH2:3][O:4][C:5]1[CH:11]=[CH:10][C:8]([NH2:9])=[C:7]([CH3:12])[CH:6]=1.C(O[C:16]1[O:17][CH2:18][C:19](=[O:26])[C:20]=1[C:21]([O:23][CH2:24][CH3:25])=[O:22])C, predict the reaction product. The product is: [OH:1][CH2:2][CH2:3][O:4][C:5]1[CH:11]=[CH:10][C:8]([NH:9][C:16]2[O:17][CH2:18][C:19](=[O:26])[C:20]=2[C:21]([O:23][CH2:24][CH3:25])=[O:22])=[C:7]([CH3:12])[CH:6]=1. (3) The product is: [CH3:16][S:17][C:2]1[S:3][C:4]2[CH:10]=[C:9]([C:11]([O:13][CH2:14][CH3:15])=[O:12])[CH:8]=[CH:7][C:5]=2[N:6]=1. Given the reactants Br[C:2]1[S:3][C:4]2[CH:10]=[C:9]([C:11]([O:13][CH2:14][CH3:15])=[O:12])[CH:8]=[CH:7][C:5]=2[N:6]=1.[CH3:16][S-:17].[Na+], predict the reaction product. (4) Given the reactants [CH:1]([C:4]1[CH:9]=[CH:8][C:7]([CH:10]2[C:14]3[C:15]([CH3:30])=[C:16]([NH:21][C:22](=[O:29])OCC(Cl)(Cl)Cl)[C:17]([CH3:20])=[C:18]([CH3:19])[C:13]=3[O:12][CH2:11]2)=[CH:6][CH:5]=1)([CH3:3])[CH3:2].[CH3:31][N:32]([CH3:36])[CH2:33][CH2:34][NH2:35], predict the reaction product. The product is: [CH3:31][N:32]([CH3:36])[CH2:33][CH2:34][NH:35][C:22]([NH:21][C:16]1[C:17]([CH3:20])=[C:18]([CH3:19])[C:13]2[O:12][CH2:11][CH:10]([C:7]3[CH:6]=[CH:5][C:4]([CH:1]([CH3:2])[CH3:3])=[CH:9][CH:8]=3)[C:14]=2[C:15]=1[CH3:30])=[O:29].